Dataset: Forward reaction prediction with 1.9M reactions from USPTO patents (1976-2016). Task: Predict the product of the given reaction. (1) The product is: [F:1][C:2]1[CH:3]=[CH:4][C:5]([CH:19]([OH:20])[C:22]([F:24])([F:23])[F:21])=[C:6]([NH:8][C:9](=[O:18])[CH2:10][CH2:11][C:12]2[CH:13]=[CH:14][CH:15]=[CH:16][CH:17]=2)[CH:7]=1. Given the reactants [F:1][C:2]1[CH:3]=[CH:4][C:5]([CH:19]=[O:20])=[C:6]([NH:8][C:9](=[O:18])[CH2:10][CH2:11][C:12]2[CH:17]=[CH:16][CH:15]=[CH:14][CH:13]=2)[CH:7]=1.[F:21][C:22]([SiH3])([F:24])[F:23].[F-].C([N+](CCCC)(CCCC)CCCC)CCC.Cl, predict the reaction product. (2) Given the reactants [N:1]1[CH:6]=[CH:5][C:4]([C:7]2[NH:16][C:15](=O)[C:14]3[C:9](=[CH:10][CH:11]=[CH:12][CH:13]=3)[N:8]=2)=[CH:3][N:2]=1.N.O=P(Cl)(Cl)[Cl:21], predict the reaction product. The product is: [Cl:21][C:15]1[C:14]2[C:9](=[CH:10][CH:11]=[CH:12][CH:13]=2)[N:8]=[C:7]([C:4]2[CH:5]=[CH:6][N:1]=[N:2][CH:3]=2)[N:16]=1. (3) Given the reactants [NH2:1][C:2]1[N:10]=[CH:9][CH:8]=[CH:7][C:3]=1[C:4]([NH2:6])=[O:5].[Cl:11][C:12]1[CH:13]=[C:14]([CH:17]=[C:18]([Cl:20])[CH:19]=1)[CH2:15]Cl, predict the reaction product. The product is: [ClH:11].[Cl:11][C:12]1[CH:13]=[C:14]([CH:17]=[C:18]([Cl:20])[CH:19]=1)[CH2:15][N:10]1[CH:9]=[CH:8][CH:7]=[C:3]([C:4]([NH2:6])=[O:5])[C:2]1=[NH:1]. (4) Given the reactants [CH3:1][O:2][C:3]([C:5]1[N:6]([NH2:10])[CH:7]=[N:8][CH:9]=1)=[O:4].[CH2:11]([N:18]1[CH2:22][CH:21]([C:23]([F:26])([F:25])[F:24])[CH:20]([C:27](O)=[O:28])[CH2:19]1)[C:12]1[CH:17]=[CH:16][CH:15]=[CH:14][CH:13]=1.CCN(C(C)C)C(C)C.CN(C(ON1N=NC2C=CC=NC1=2)=[N+](C)C)C.F[P-](F)(F)(F)(F)F, predict the reaction product. The product is: [CH3:1][O:2][C:3]([C:5]1[N:6]([NH:10][C:27]([CH:20]2[CH:21]([C:23]([F:25])([F:24])[F:26])[CH2:22][N:18]([CH2:11][C:12]3[CH:17]=[CH:16][CH:15]=[CH:14][CH:13]=3)[CH2:19]2)=[O:28])[CH:7]=[N:8][CH:9]=1)=[O:4]. (5) Given the reactants [OH:1][C:2]1[CH:11]=[CH:10][CH:9]=[C:8]2[C:3]=1[CH2:4][CH2:5][CH2:6][C:7]2=[O:12].[C:13](Cl)(=[O:18])[C:14]([CH3:17])([CH3:16])[CH3:15].Cl, predict the reaction product. The product is: [C:13]([O:1][C:2]1[CH:11]=[CH:10][CH:9]=[C:8]2[C:3]=1[CH2:4][CH2:5][CH2:6][C:7]2=[O:12])(=[O:18])[C:14]([CH3:17])([CH3:16])[CH3:15]. (6) Given the reactants Br[C:2]1[CH:7]=[CH:6][C:5]([OH:8])=[C:4]([CH3:9])[CH:3]=1.[B:10]1([B:10]2[O:14][C:13]([CH3:16])([CH3:15])[C:12]([CH3:18])([CH3:17])[O:11]2)[O:14][C:13]([CH3:16])([CH3:15])[C:12]([CH3:18])([CH3:17])[O:11]1.C([O-])(=O)C.[K+].N#N, predict the reaction product. The product is: [CH3:9][C:4]1[CH:3]=[C:2]([B:10]2[O:14][C:13]([CH3:16])([CH3:15])[C:12]([CH3:18])([CH3:17])[O:11]2)[CH:7]=[CH:6][C:5]=1[OH:8]. (7) Given the reactants [N:1]1([C:7]([N:9]2[CH2:14][CH:13]([C:15]3[CH:20]=[CH:19][C:18]([O:21][C:22]([F:25])([F:24])[F:23])=[CH:17][CH:16]=3)[CH2:12][CH:11]([C:26]([OH:28])=O)[CH2:10]2)=[O:8])[CH2:6][CH2:5][O:4][CH2:3][CH2:2]1.O[N:30]=[C:31]([C:33]1[CH:38]=[CH:37][N:36]=[CH:35][CH:34]=1)[NH2:32], predict the reaction product. The product is: [N:36]1[CH:37]=[CH:38][C:33]([C:31]2[N:32]=[C:26]([CH:11]3[CH2:12][CH:13]([C:15]4[CH:16]=[CH:17][C:18]([O:21][C:22]([F:23])([F:24])[F:25])=[CH:19][CH:20]=4)[CH2:14][N:9]([C:7]([N:1]4[CH2:2][CH2:3][O:4][CH2:5][CH2:6]4)=[O:8])[CH2:10]3)[O:28][N:30]=2)=[CH:34][CH:35]=1. (8) Given the reactants C(OC([CH:6]1[CH2:11][CH2:10][CH2:9][NH:8][C:7]1=[O:12])=O)C.[OH-].[K+].[CH2:15]([O:17][C:18](=[O:26])[C:19]1[CH:24]=[CH:23][C:22]([NH2:25])=[CH:21][CH:20]=1)[CH3:16].Cl.[N:28]([O-])=O.[Na+].C(=O)(O)[O-].[Na+], predict the reaction product. The product is: [CH2:15]([O:17][C:18](=[O:26])[C:19]1[CH:24]=[CH:23][C:22]([NH:25][N:28]=[C:6]2[CH2:11][CH2:10][CH2:9][NH:8][C:7]2=[O:12])=[CH:21][CH:20]=1)[CH3:16]. (9) Given the reactants [NH2:1][OH:2].[F:3][CH2:4][CH:5]([NH:14][C:15](=[O:21])[O:16][C:17]([CH3:20])([CH3:19])[CH3:18])[C:6]1[CH:11]=[CH:10][C:9]([CH:12]=O)=[CH:8][CH:7]=1, predict the reaction product. The product is: [F:3][CH2:4][CH:5]([NH:14][C:15](=[O:21])[O:16][C:17]([CH3:20])([CH3:19])[CH3:18])[C:6]1[CH:11]=[CH:10][C:9]([CH:12]=[N:1][OH:2])=[CH:8][CH:7]=1.